Dataset: Catalyst prediction with 721,799 reactions and 888 catalyst types from USPTO. Task: Predict which catalyst facilitates the given reaction. (1) Product: [CH2:3]([N:5]1[CH2:10][CH2:9][CH:8]([O:11][C:13]2[CH:18]=[CH:17][N:16]=[CH:15][C:14]=2[C:19]2[N:27]=[CH:26][C:25]3[NH:24][C:23]4[N:28]=[CH:29][C:30]([C:32]5[CH:33]=[N:34][N:35]([CH3:37])[CH:36]=5)=[CH:31][C:22]=4[C:21]=3[CH:20]=2)[CH2:7][CH2:6]1)[CH3:4]. Reactant: [H-].[Na+].[CH2:3]([N:5]1[CH2:10][CH2:9][CH:8]([OH:11])[CH2:7][CH2:6]1)[CH3:4].Cl[C:13]1[CH:18]=[CH:17][N:16]=[CH:15][C:14]=1[C:19]1[N:27]=[CH:26][C:25]2[NH:24][C:23]3[N:28]=[CH:29][C:30]([C:32]4[CH:33]=[N:34][N:35]([CH3:37])[CH:36]=4)=[CH:31][C:22]=3[C:21]=2[CH:20]=1. The catalyst class is: 3. (2) Reactant: CO[C:3]([CH:5]1[C:10](=O)[CH2:9][CH2:8][O:7][CH2:6]1)=[O:4].C(N(CC)CC)C.[Cl:19][CH2:20][C:21]([NH2:23])=[NH:22].C(Cl)Cl. Product: [Cl:19][CH2:20][C:21]1[NH:23][C:3](=[O:4])[C:5]2[CH2:6][O:7][CH2:8][CH2:9][C:10]=2[N:22]=1. The catalyst class is: 5. (3) Reactant: Br[C:2]1[CH:7]=[CH:6][C:5]([CH:8]2[O:12][CH2:11][CH2:10][O:9]2)=[CH:4][CH:3]=1.C([Li])CCC.[CH:18](N1CCOCC1)=[O:19]. Product: [O:9]1[CH2:10][CH2:11][O:12][CH:8]1[C:5]1[CH:6]=[CH:7][C:2]([CH:18]=[O:19])=[CH:3][CH:4]=1. The catalyst class is: 7. (4) Reactant: [Cl:1][C:2]1[CH:7]=[CH:6][CH:5]=[CH:4][C:3]=1[N+:8]([O-])=O.[C:11]([Mg]Br)([CH3:13])=[CH2:12].[NH4+].[Cl-]. Product: [CH3:13][C:11]1[NH:8][C:3]2[C:4]([CH:12]=1)=[CH:5][CH:6]=[CH:7][C:2]=2[Cl:1]. The catalyst class is: 1. (5) Reactant: [OH:1][C:2]1[CH:3]=[CH:4][C:5]2[C:9]([CH2:10][CH2:11][C:12]([O:14][CH2:15][CH3:16])=[O:13])=[CH:8][S:7][C:6]=2[CH:17]=1.CN1CCOCC1.[CH3:25][NH:26][C:27]1[N:32]=[C:31]([CH2:33][CH2:34]O)[CH:30]=[CH:29][CH:28]=1.C1(P(C2C=CC=CC=2)C2C=CC=CC=2)C=CC=CC=1.N(C(OC(C)C)=O)=NC(OC(C)C)=O. Product: [CH3:25][NH:26][C:27]1[N:32]=[C:31]([CH2:33][CH2:34][O:1][C:2]2[CH:3]=[CH:4][C:5]3[C:9]([CH2:10][CH2:11][C:12]([O:14][CH2:15][CH3:16])=[O:13])=[CH:8][S:7][C:6]=3[CH:17]=2)[CH:30]=[CH:29][CH:28]=1. The catalyst class is: 1. (6) Reactant: [O:1]1[C:5]2([CH2:10][CH2:9][C:8](=O)[CH2:7][CH2:6]2)[O:4][CH2:3][CH2:2]1.Cl.C[O:14][C:15](=O)[CH2:16][CH2:17][CH2:18][NH2:19].C(N(CC)CC)C.C(O[BH-](OC(=O)C)OC(=O)C)(=O)C.[Na+]. Product: [O:1]1[C:5]2([CH2:10][CH2:9][CH:8]([N:19]3[CH2:18][CH2:17][CH2:16][C:15]3=[O:14])[CH2:7][CH2:6]2)[O:4][CH2:3][CH2:2]1. The catalyst class is: 4.